Dataset: Full USPTO retrosynthesis dataset with 1.9M reactions from patents (1976-2016). Task: Predict the reactants needed to synthesize the given product. Given the product [CH3:1][O:2][C:3]([CH:4]1[CH2:5][O:24][C:8]([C:9]2[CH:14]=[CH:13][C:12]([CH2:15][NH:16][C:17]([O:19][C:20]([CH3:23])([CH3:22])[CH3:21])=[O:18])=[CH:11][CH:10]=2)=[N:7]1)=[O:25], predict the reactants needed to synthesize it. The reactants are: [CH3:1][O:2][C:3](=[O:25])[CH:4]([NH:7][C:8](=[O:24])[C:9]1[CH:14]=[CH:13][C:12]([CH2:15][NH:16][C:17]([O:19][C:20]([CH3:23])([CH3:22])[CH3:21])=[O:18])=[CH:11][CH:10]=1)[CH2:5]O.CC[N+](S(N=C(OC)[O-])(=O)=O)(CC)CC.